Dataset: Full USPTO retrosynthesis dataset with 1.9M reactions from patents (1976-2016). Task: Predict the reactants needed to synthesize the given product. (1) The reactants are: CS([O:5][C@H:6]([C:20]1[CH:25]=[CH:24][CH:23]=[CH:22][N:21]=1)[C@H:7]1[O:12][CH2:11][CH2:10][N:9]([C:13]([O:15][C:16]([CH3:19])([CH3:18])[CH3:17])=[O:14])[CH2:8]1)(=O)=O.[Cl:26][C:27]1[CH:32]=[CH:31][C:30](O)=[C:29]([O:34][CH3:35])[CH:28]=1.C([O-])([O-])=O.[K+].[K+].C(O)(C)(C)C. Given the product [Cl:26][C:27]1[CH:32]=[CH:31][C:30]([O:5][C@@H:6]([C:20]2[CH:25]=[CH:24][CH:23]=[CH:22][N:21]=2)[C@H:7]2[O:12][CH2:11][CH2:10][N:9]([C:13]([O:15][C:16]([CH3:19])([CH3:18])[CH3:17])=[O:14])[CH2:8]2)=[C:29]([O:34][CH3:35])[CH:28]=1, predict the reactants needed to synthesize it. (2) The reactants are: [N:1]1[CH:6]=[CH:5][CH:4]=[N:3][C:2]=1[N:7]1[C:15]2[CH2:14][CH2:13][NH:12][CH2:11][C:10]=2[N:9]=[N:8]1.[Cl:16][C:17]1[C:25]([C:26]([F:29])([F:28])[F:27])=[CH:24][CH:23]=[CH:22][C:18]=1[C:19](O)=[O:20].CCN(CC)CC.CN(C(ON1N=NC2C=CC=NC1=2)=[N+](C)C)C.F[P-](F)(F)(F)(F)F. Given the product [Cl:16][C:17]1[C:25]([C:26]([F:28])([F:29])[F:27])=[CH:24][CH:23]=[CH:22][C:18]=1[C:19]([N:12]1[CH2:13][CH2:14][C:15]2[N:7]([C:2]3[N:3]=[CH:4][CH:5]=[CH:6][N:1]=3)[N:8]=[N:9][C:10]=2[CH2:11]1)=[O:20], predict the reactants needed to synthesize it. (3) Given the product [CH2:27]([O:15][C:13]([CH:12]1[CH2:10][CH:11]([C:24]2[CH:23]=[CH:20][CH:19]=[C:18]([Br:17])[CH:25]=2)[C:3]2[C:4](=[CH:6][C:7]([Cl:9])=[CH:8][C:2]=2[Cl:1])[NH:5]1)=[O:14])[CH3:28], predict the reactants needed to synthesize it. The reactants are: [Cl:1][C:2]1[CH:3]=[C:4]([CH:6]=[C:7]([Cl:9])[CH:8]=1)[NH2:5].[CH2:10]([C:12](=O)[C:13]([O-:15])=[O:14])[CH3:11].[Br:17][C:18]1[CH:19]=[C:20]([CH:23]=[CH:24][CH:25]=1)C=C.F[C:27](F)(F)[C:28](O)=O. (4) The reactants are: [F:1][C:2]1[CH:31]=[CH:30][C:5]([O:6][C:7]2[CH:8]=[C:9]([CH:24]=[C:25]([N+:27]([O-])=O)[CH:26]=2)[O:10][C:11]2[CH:16]=[CH:15][C:14]([C:17]([CH3:23])([CH3:22])[C:18]([O:20][CH3:21])=[O:19])=[CH:13][CH:12]=2)=[CH:4][CH:3]=1.CO. Given the product [NH2:27][C:25]1[CH:24]=[C:9]([CH:8]=[C:7]([O:6][C:5]2[CH:4]=[CH:3][C:2]([F:1])=[CH:31][CH:30]=2)[CH:26]=1)[O:10][C:11]1[CH:16]=[CH:15][C:14]([C:17]([CH3:22])([CH3:23])[C:18]([O:20][CH3:21])=[O:19])=[CH:13][CH:12]=1, predict the reactants needed to synthesize it.